From a dataset of Reaction yield outcomes from USPTO patents with 853,638 reactions. Predict the reaction yield, written as a fraction of the theoretical maximum amount of product (1.0 means a 100% yield; for example, 0.34 means a 34% yield). (1) The reactants are FC(F)(F)S(O[C:7]1[CH:12]=[CH:11][C:10]([CH:13]2[O:17][CH2:16][CH2:15][O:14]2)=[CH:9][C:8]=1[N+:18]([O-:20])=[O:19])(=O)=O.[CH3:23][S-:24].[Na+].O. The catalyst is C(O)C. The product is [CH3:23][S:24][C:7]1[CH:12]=[CH:11][C:10]([CH:13]2[O:14][CH2:15][CH2:16][O:17]2)=[CH:9][C:8]=1[N+:18]([O-:20])=[O:19]. The yield is 0.950. (2) The reactants are [N+:1]([C:4]1[CH:5]=[C:6]([C:13]([N:15]2[CH2:20][CH2:19][O:18][CH2:17][CH2:16]2)=O)[CH:7]=[CH:8][C:9]=1[N+:10]([O-:12])=[O:11])([O-:3])=[O:2].O1CCCC1.B(F)(F)F.CCOCC.[BH4-].[Na+]. The catalyst is CCOCC.CO. The product is [N+:1]([C:4]1[CH:5]=[C:6]([CH:7]=[CH:8][C:9]=1[N+:10]([O-:12])=[O:11])[CH2:13][N:15]1[CH2:20][CH2:19][O:18][CH2:17][CH2:16]1)([O-:3])=[O:2]. The yield is 0.984. (3) The product is [CH:1]1([NH:7][C:8]2[CH:13]=[C:12]([C:14]3[N:18]4[N:19]=[C:20]([S:34]([CH3:38])(=[O:36])=[O:33])[CH:21]=[CH:22][C:17]4=[N:16][C:15]=3[C:25]3[CH:30]=[CH:29][CH:28]=[C:27]([CH3:31])[CH:26]=3)[CH:11]=[CH:10][N:9]=2)[CH2:2][CH2:3][CH2:4][CH2:5][CH2:6]1. The reactants are [CH:1]1([NH:7][C:8]2[CH:13]=[C:12]([C:14]3[N:18]4[N:19]=[C:20](SC)[CH:21]=[CH:22][C:17]4=[N:16][C:15]=3[C:25]3[CH:30]=[CH:29][CH:28]=[C:27]([CH3:31])[CH:26]=3)[CH:11]=[CH:10][N:9]=2)[CH2:6][CH2:5][CH2:4][CH2:3][CH2:2]1.O[O:33][S:34]([O-:36])=O.[K+].[CH3:38]O. The yield is 0.420. The catalyst is O. (4) The reactants are [CH3:1][O:2][C:3]([C:5]1([C:8]2[CH:13]=[C:12]([I:14])[C:11]([OH:15])=[C:10]([I:16])[CH:9]=2)[CH2:7][CH2:6]1)=[O:4].Cl[CH2:18][C:19]([CH3:21])=[CH2:20].C([O-])([O-])=O.[K+].[K+]. The catalyst is CC(C)=O.[Na+].[I-]. The product is [CH3:1][O:2][C:3]([C:5]1([C:8]2[CH:9]=[C:10]([I:16])[C:11]([O:15][CH2:20][C:19]([CH3:21])=[CH2:18])=[C:12]([I:14])[CH:13]=2)[CH2:7][CH2:6]1)=[O:4]. The yield is 0.970. (5) The reactants are [CH3:1][C@@H:2]1[CH2:7][CH2:6][C@H:5]([O:8][C:9]2[C:10]([C:21]([F:24])([F:23])[F:22])=[C:11]3[C:16](=[CH:17][CH:18]=2)[C:15]([CH:19]=O)=[CH:14][CH:13]=[CH:12]3)[CH2:4][CH2:3]1.[NH:25]1[CH2:30][CH2:29][CH:28]([C:31]([O:33][CH2:34][CH3:35])=[O:32])[CH2:27][CH2:26]1.CC(O)=O.[BH-](OC(C)=O)(OC(C)=O)OC(C)=O.[Na+]. The catalyst is C(Cl)Cl.O. The product is [CH3:1][C@@H:2]1[CH2:3][CH2:4][C@H:5]([O:8][C:9]2[C:10]([C:21]([F:22])([F:23])[F:24])=[C:11]3[C:16](=[CH:17][CH:18]=2)[C:15]([CH2:19][N:25]2[CH2:30][CH2:29][CH:28]([C:31]([O:33][CH2:34][CH3:35])=[O:32])[CH2:27][CH2:26]2)=[CH:14][CH:13]=[CH:12]3)[CH2:6][CH2:7]1. The yield is 0.350. (6) The reactants are Br[C:2]1[CH:7]=[C:6]([F:8])[CH:5]=[C:4]([Br:9])[CH:3]=1.CC1(C)C(C)(C)OB([C:18]2[CH:23]=[CH:22][N:21]=[CH:20][CH:19]=2)O1.C([O-])([O-])=O.[K+].[K+]. The catalyst is C1C=CC([P]([Pd]([P](C2C=CC=CC=2)(C2C=CC=CC=2)C2C=CC=CC=2)([P](C2C=CC=CC=2)(C2C=CC=CC=2)C2C=CC=CC=2)[P](C2C=CC=CC=2)(C2C=CC=CC=2)C2C=CC=CC=2)(C2C=CC=CC=2)C2C=CC=CC=2)=CC=1. The product is [Br:9][C:4]1[CH:3]=[C:2]([C:18]2[CH:23]=[CH:22][N:21]=[CH:20][CH:19]=2)[CH:7]=[C:6]([F:8])[CH:5]=1. The yield is 0.510.